From a dataset of NCI-60 drug combinations with 297,098 pairs across 59 cell lines. Regression. Given two drug SMILES strings and cell line genomic features, predict the synergy score measuring deviation from expected non-interaction effect. Drug 1: CN(C)C1=NC(=NC(=N1)N(C)C)N(C)C. Drug 2: C1=CC(=CC=C1CCCC(=O)O)N(CCCl)CCCl. Cell line: CCRF-CEM. Synergy scores: CSS=31.4, Synergy_ZIP=-4.51, Synergy_Bliss=-12.4, Synergy_Loewe=-36.1, Synergy_HSA=-13.9.